This data is from Forward reaction prediction with 1.9M reactions from USPTO patents (1976-2016). The task is: Predict the product of the given reaction. (1) Given the reactants [CH3:1][O:2][C:3]1[CH:37]=[CH:36][C:6]([CH2:7][O:8][C:9]2[N:14]=[C:13]([C:15]3[CH:28]=[CH:27][CH:26]=[C:25]4[C:16]=3[S:17][C:18]3[CH:19]=[CH:20][C:21]([NH2:29])=[CH:22][C:23]=3[S:24]4)[CH:12]=[C:11]([N:30]3[CH2:35][CH2:34][O:33][CH2:32][CH2:31]3)[CH:10]=2)=[CH:5][CH:4]=1.[CH3:38][N:39]1[CH2:44][CH2:43][CH:42]([C:45]([C:47]2[CH:52]=[CH:51][C:50]([CH3:53])=[CH:49][N:48]=2)=O)[CH2:41][CH2:40]1.[BH4-].[Na+].[Cl-].[Na+], predict the reaction product. The product is: [CH3:1][O:2][C:3]1[CH:4]=[CH:5][C:6]([CH2:7][O:8][C:9]2[N:14]=[C:13]([C:15]3[CH:28]=[CH:27][CH:26]=[C:25]4[C:16]=3[S:17][C:18]3[CH:19]=[CH:20][C:21]([NH:29][CH:45]([CH:42]5[CH2:43][CH2:44][N:39]([CH3:38])[CH2:40][CH2:41]5)[C:47]5[CH:52]=[CH:51][C:50]([CH3:53])=[CH:49][N:48]=5)=[CH:22][C:23]=3[S:24]4)[CH:12]=[C:11]([N:30]3[CH2:31][CH2:32][O:33][CH2:34][CH2:35]3)[CH:10]=2)=[CH:36][CH:37]=1. (2) Given the reactants [I:1][C:2]1[CH:7]=[CH:6][C:5]([N:8]2[CH2:13][CH:12]3[CH2:14][CH:9]2[CH2:10][N:11]3C(OC(C)(C)C)=O)=[CH:4][CH:3]=1.O1CCOCC1.[ClH:28], predict the reaction product. The product is: [ClH:28].[I:1][C:2]1[CH:3]=[CH:4][C:5]([N:8]2[CH2:13][CH:12]3[CH2:14][CH:9]2[CH2:10][NH:11]3)=[CH:6][CH:7]=1. (3) Given the reactants C[O:2][C:3]1[CH:8]=[C:7]([C:9]2[CH:14]=[CH:13][N:12]=[CH:11][CH:10]=2)[N:6]=[C:5](S(C)(=O)=O)[N:4]=1.[NH2:19][C:20]1[CH:25]=[CH:24][CH:23]=[CH:22][CH:21]=1, predict the reaction product. The product is: [C:20]1([NH:19][C:5]2[NH:6][C:7]([C:9]3[CH:14]=[CH:13][N:12]=[CH:11][CH:10]=3)=[CH:8][C:3](=[O:2])[N:4]=2)[CH:25]=[CH:24][CH:23]=[CH:22][CH:21]=1. (4) Given the reactants O.O.[Sn](Cl)(Cl)(Cl)Cl.[OH-].[Na+].[N:10]([CH2:13][CH2:14][CH2:15][N:16]1[C:20]([CH3:21])=[CH:19][C:18]2[CH:22]=[C:23]([C:25]([C:27]3[CH:32]=[CH:31][C:30]([O:33][CH3:34])=[CH:29][CH:28]=3)=[O:26])[S:24][C:17]1=2)=[N+]=[N-], predict the reaction product. The product is: [NH2:10][CH2:13][CH2:14][CH2:15][N:16]1[C:20]([CH3:21])=[CH:19][C:18]2[CH:22]=[C:23]([C:25]([C:27]3[CH:28]=[CH:29][C:30]([O:33][CH3:34])=[CH:31][CH:32]=3)=[O:26])[S:24][C:17]1=2. (5) The product is: [C:60]1([S:66][C:2]2[C:3]([NH2:8])=[N:4][CH:5]=[CH:6][CH:7]=2)[CH:65]=[CH:64][CH:63]=[CH:62][CH:61]=1. Given the reactants Br[C:2]1[C:3]([NH2:8])=[N:4][CH:5]=[CH:6][CH:7]=1.C1(P(C2C=CC=CC=2)C2C3OC4C(=CC=CC=4P(C4C=CC=CC=4)C4C=CC=CC=4)C(C)(C)C=3C=CC=2)C=CC=CC=1.C(N(C(C)C)C(C)C)C.[C:60]1([SH:66])[CH:65]=[CH:64][CH:63]=[CH:62][CH:61]=1, predict the reaction product. (6) The product is: [CH3:14][CH:15]([CH3:31])[C:16]([NH:18][C:19]1[CH:24]=[CH:23][CH:22]=[C:21]([CH:25]2[CH2:30][CH2:29][N:28]([CH2:12][C:10]3[N:11]=[C:7]([C:1]4[CH:2]=[CH:3][CH:4]=[CH:5][CH:6]=4)[S:8][CH:9]=3)[CH2:27][CH2:26]2)[CH:20]=1)=[O:17]. Given the reactants [C:1]1([C:7]2[S:8][CH:9]=[C:10]([CH:12]=O)[N:11]=2)[CH:6]=[CH:5][CH:4]=[CH:3][CH:2]=1.[CH3:14][CH:15]([CH3:31])[C:16]([NH:18][C:19]1[CH:24]=[CH:23][CH:22]=[C:21]([CH:25]2[CH2:30][CH2:29][NH:28][CH2:27][CH2:26]2)[CH:20]=1)=[O:17], predict the reaction product. (7) Given the reactants [CH3:1][S:2]([C:5]1[CH:10]=[CH:9][C:8]([C:11]2[N:16]3[N:17]=[C:18]([NH2:20])[N:19]=[C:15]3[CH:14]=[N:13][CH:12]=2)=[CH:7][CH:6]=1)(=[O:4])=[O:3].Br[C:22]1[CH:23]=[C:24]([N:28]2[CH2:33][CH2:32][N:31]([CH3:34])[CH2:30][CH2:29]2)[CH:25]=[CH:26][CH:27]=1, predict the reaction product. The product is: [CH3:1][S:2]([C:5]1[CH:6]=[CH:7][C:8]([C:11]2[N:16]3[N:17]=[C:18]([NH:20][C:22]4[CH:27]=[CH:26][CH:25]=[C:24]([N:28]5[CH2:33][CH2:32][N:31]([CH3:34])[CH2:30][CH2:29]5)[CH:23]=4)[N:19]=[C:15]3[CH:14]=[N:13][CH:12]=2)=[CH:9][CH:10]=1)(=[O:3])=[O:4].